From a dataset of Catalyst prediction with 721,799 reactions and 888 catalyst types from USPTO. Predict which catalyst facilitates the given reaction. (1) The catalyst class is: 1. Product: [C:9]([O:13][C:14]([N:16]1[CH2:19][CH2:18][CH:17]1[C:20]([O:22][CH3:2])=[O:21])=[O:15])([CH3:12])([CH3:10])[CH3:11]. Reactant: Cl[C:2](OCC(C)C)=O.[C:9]([O:13][C:14]([N:16]1[CH2:19][CH2:18][CH:17]1[C:20]([OH:22])=[O:21])=[O:15])([CH3:12])([CH3:11])[CH3:10].CN1CCOCC1.CO. (2) Reactant: Br[C:2]1[CH:14]=[CH:13][C:5]([C:6]([O:8][C:9]([CH3:12])([CH3:11])[CH3:10])=[O:7])=[CH:4][CH:3]=1.[CH:15]1[CH:20]=[CH:19][C:18]([NH:21][C:22]([CH2:24][C:25]([NH:27][C:28]2[CH:33]=[CH:32][CH:31]=[CH:30][CH:29]=2)=[O:26])=[O:23])=[CH:17][CH:16]=1.[O-]P([O-])([O-])=O.[K+].[K+].[K+].P(C(C)(C)C)(C(C)(C)C)C(C)(C)C. Product: [NH:21]([C:22](=[O:23])[CH:24]([C:2]1[CH:14]=[CH:13][C:5]([C:6]([O:8][C:9]([CH3:12])([CH3:11])[CH3:10])=[O:7])=[CH:4][CH:3]=1)[C:25]([NH:27][C:28]1[CH:33]=[CH:32][CH:31]=[CH:30][CH:29]=1)=[O:26])[C:18]1[CH:17]=[CH:16][CH:15]=[CH:20][CH:19]=1. The catalyst class is: 187. (3) Reactant: Br[C:2]1[CH:3]=[C:4]([C:7]([O:9][CH3:10])=[O:8])[S:5][CH:6]=1.C([O-])([O-])=O.[K+].[K+].CC1(C)COB([C:24]2[N:28]([CH3:29])[N:27]=[CH:26][CH:25]=2)OC1. Product: [CH3:29][N:28]1[C:24]([C:2]2[CH:3]=[C:4]([C:7]([O:9][CH3:10])=[O:8])[S:5][CH:6]=2)=[CH:25][CH:26]=[N:27]1. The catalyst class is: 760. (4) Reactant: [Cl:1][C:2]1[CH:11]=[CH:10][CH:9]=[C:8]2[C:3]=1[CH:4]=[C:5]([CH:22]=[O:23])[C:6]([C:12]1[CH:17]=[CH:16][CH:15]=[CH:14][C:13]=1[C:18]([F:21])([F:20])[F:19])=[N:7]2.[BH4-].[Na+]. Product: [Cl:1][C:2]1[CH:11]=[CH:10][CH:9]=[C:8]2[C:3]=1[CH:4]=[C:5]([CH2:22][OH:23])[C:6]([C:12]1[CH:17]=[CH:16][CH:15]=[CH:14][C:13]=1[C:18]([F:20])([F:21])[F:19])=[N:7]2. The catalyst class is: 1. (5) Reactant: [CH:1]1([S:4]([N:7]2[CH2:12][CH2:11][N:10]([CH2:13][CH2:14][NH:15][C@:16]34[CH2:51][CH2:50][C@@H:49]([C:52]([CH3:54])=[CH2:53])[C@@H:17]3[C@@H:18]3[C@@:31]([CH3:34])([CH2:32][CH2:33]4)[C@@:30]4([CH3:35])[C@@H:21]([C@:22]5([CH3:48])[C@@H:27]([CH2:28][CH2:29]4)[C:26]([CH3:37])([CH3:36])[C:25]([C:38]4[CH:47]=[CH:46][C:41]([C:42]([O:44]C)=[O:43])=[CH:40][CH:39]=4)=[CH:24][CH2:23]5)[CH2:20][CH2:19]3)[CH2:9][CH2:8]2)(=[O:6])=[O:5])[CH2:3][CH2:2]1.[OH-].[Na+]. Product: [CH:1]1([S:4]([N:7]2[CH2:12][CH2:11][N:10]([CH2:13][CH2:14][NH:15][C@:16]34[CH2:51][CH2:50][C@@H:49]([C:52]([CH3:54])=[CH2:53])[C@@H:17]3[C@@H:18]3[C@@:31]([CH3:34])([CH2:32][CH2:33]4)[C@@:30]4([CH3:35])[C@@H:21]([C@:22]5([CH3:48])[C@@H:27]([CH2:28][CH2:29]4)[C:26]([CH3:37])([CH3:36])[C:25]([C:38]4[CH:47]=[CH:46][C:41]([C:42]([OH:44])=[O:43])=[CH:40][CH:39]=4)=[CH:24][CH2:23]5)[CH2:20][CH2:19]3)[CH2:9][CH2:8]2)(=[O:5])=[O:6])[CH2:2][CH2:3]1. The catalyst class is: 12.